From a dataset of Forward reaction prediction with 1.9M reactions from USPTO patents (1976-2016). Predict the product of the given reaction. (1) Given the reactants Br[C:2]1[CH:7]=[C:6]([Cl:8])[CH:5]=[CH:4][C:3]=1[F:9].C([Mg]Cl)(C)C.[Cl:15][CH2:16][CH2:17][C:18](Cl)=[O:19], predict the reaction product. The product is: [Cl:15][CH2:16][CH2:17][C:18]([C:2]1[CH:7]=[C:6]([Cl:8])[CH:5]=[CH:4][C:3]=1[F:9])=[O:19]. (2) Given the reactants CO[C:3](=[O:40])[CH:4]([NH:20][C:21]([N:23]1[CH2:28][CH2:27][CH:26]([N:29]2[CH2:38][C:37]3[C:32](=[CH:33][CH:34]=[CH:35][CH:36]=3)[NH:31][C:30]2=[O:39])[CH2:25][CH2:24]1)=[O:22])[CH2:5][C:6]1[CH:7]=[N:8][C:9]([O:12][CH2:13][C:14]2[CH:19]=[CH:18][CH:17]=[CH:16][CH:15]=2)=[CH:10][CH:11]=1.O.[OH-].[Li+].[N:44]1([CH:50]2[CH2:55][CH2:54][NH:53][CH2:52][CH2:51]2)[CH2:49][CH2:48][CH2:47][CH2:46][CH2:45]1.C(N(CC)CC)C.[PH2](Cl)=O, predict the reaction product. The product is: [CH2:13]([O:12][C:9]1[N:8]=[CH:7][C:6]([CH2:5][CH:4]([NH:20][C:21]([N:23]2[CH2:24][CH2:25][CH:26]([N:29]3[CH2:38][C:37]4[C:32](=[CH:33][CH:34]=[CH:35][CH:36]=4)[NH:31][C:30]3=[O:39])[CH2:27][CH2:28]2)=[O:22])[C:3]([N:53]2[CH2:54][CH2:55][CH:50]([N:44]3[CH2:49][CH2:48][CH2:47][CH2:46][CH2:45]3)[CH2:51][CH2:52]2)=[O:40])=[CH:11][CH:10]=1)[C:14]1[CH:19]=[CH:18][CH:17]=[CH:16][CH:15]=1. (3) Given the reactants [CH3:1][O:2][CH2:3][CH2:4][N:5]1[C:13]2[C:8](=[C:9]([C:14]([F:17])([F:16])[F:15])[CH:10]=[CH:11][CH:12]=2)[C:7]([C:18]([OH:20])=O)=[CH:6]1.[F:21][C:22]1([F:30])[CH2:27][CH2:26][CH:25]([CH2:28][NH2:29])[CH2:24][CH2:23]1.C1C=CC2N(O)N=NC=2C=1.CCN=C=NCCCN(C)C.CCN(CC)CC, predict the reaction product. The product is: [F:21][C:22]1([F:30])[CH2:27][CH2:26][CH:25]([CH2:28][NH:29][C:18]([C:7]2[C:8]3[C:13](=[CH:12][CH:11]=[CH:10][C:9]=3[C:14]([F:17])([F:16])[F:15])[N:5]([CH2:4][CH2:3][O:2][CH3:1])[CH:6]=2)=[O:20])[CH2:24][CH2:23]1. (4) Given the reactants Br[C:2]1[CH:3]=[C:4]2[C:9]([NH:10][CH:11]3[CH2:15][N:14](C(OCC4C=CC=CC=4)=O)[CH2:13][C:12]3([CH3:27])[CH3:26])=[C:8]([C:28](=[O:30])[NH2:29])[CH:7]=[N:6][N:5]2[CH:31]=1.[CH3:32][O:33][C:34]1[CH:39]=[C:38](B(O)O)[CH:37]=[CH:36][N:35]=1.CC(C1C=C(C(C)C)C(C2C=CC=CC=2P(C2CCCCC2)C2CCCCC2)=C(C(C)C)C=1)C.P([O-])([O-])([O-])=O.[K+].[K+].[K+].I[Si](C)(C)C, predict the reaction product. The product is: [CH3:27][C:12]1([CH3:26])[CH2:13][NH:14][CH2:15][C@H:11]1[NH:10][C:9]1[C:4]2[N:5]([CH:31]=[C:2]([C:38]3[CH:37]=[CH:36][N:35]=[C:34]([O:33][CH3:32])[CH:39]=3)[CH:3]=2)[N:6]=[CH:7][C:8]=1[C:28]([NH2:29])=[O:30]. (5) Given the reactants CS([O:5][CH2:6][C:7]1[C:8]([C:26]([F:29])([F:28])[F:27])=[N:9][N:10]([CH:12]2[CH2:17][CH2:16][N:15]([C:18]3[N:23]=[CH:22][C:21]([CH2:24][CH3:25])=[CH:20][N:19]=3)[CH2:14][CH2:13]2)[CH:11]=1)(=O)=O.[F:30][C:31]1[CH:36]=[C:35]([S:37]([CH3:40])(=[O:39])=[O:38])[CH:34]=[CH:33][C:32]=1O, predict the reaction product. The product is: [CH2:24]([C:21]1[CH:22]=[N:23][C:18]([N:15]2[CH2:14][CH2:13][CH:12]([N:10]3[CH:11]=[C:7]([CH2:6][O:5][C:32]4[CH:33]=[CH:34][C:35]([S:37]([CH3:40])(=[O:39])=[O:38])=[CH:36][C:31]=4[F:30])[C:8]([C:26]([F:27])([F:28])[F:29])=[N:9]3)[CH2:17][CH2:16]2)=[N:19][CH:20]=1)[CH3:25]. (6) Given the reactants [F:1][C:2]1[C:7]([F:8])=[CH:6][CH:5]=[CH:4][C:3]=1[C:9]1[N:37]=[C:12]2[CH:13]=[N:14][N:15]([CH2:17][C:18]3[CH:19]=[N:20][C:21]([C:24]4[CH:29]=[CH:28][C:27]([C:30]([F:33])([F:32])[F:31])=[CH:26][C:25]=4[N+:34]([O-])=O)=[CH:22][CH:23]=3)[CH:16]=[C:11]2[N:10]=1.[OH-].[K+], predict the reaction product. The product is: [F:1][C:2]1[C:7]([F:8])=[CH:6][CH:5]=[CH:4][C:3]=1[C:9]1[N:37]=[C:12]2[CH:13]=[N:14][N:15]([CH2:17][C:18]3[CH:23]=[CH:22][C:21]([C:24]4[CH:29]=[CH:28][C:27]([C:30]([F:33])([F:31])[F:32])=[CH:26][C:25]=4[NH2:34])=[N:20][CH:19]=3)[CH:16]=[C:11]2[N:10]=1. (7) The product is: [CH3:13][NH:14][C:2]1[C:7]([CH:8]=[O:9])=[CH:6][N:5]=[C:4]2[CH:10]=[CH:11][S:12][C:3]=12. Given the reactants Cl[C:2]1[C:7]([CH:8]=[O:9])=[CH:6][N:5]=[C:4]2[CH:10]=[CH:11][S:12][C:3]=12.[CH3:13][NH2:14].Cl.[OH-].[Na+].C([O-])(O)=O.[Na+], predict the reaction product. (8) Given the reactants [F:1][C:2]([F:24])([F:23])[S:3]([NH:6][C:7]1[CH:12]=[CH:11][C:10]([C:13]2[O:17][C:16]([C:18]([O:20]CC)=O)=[N:15][N:14]=2)=[CH:9][CH:8]=1)(=[O:5])=[O:4].[Cl:25][C:26]1[CH:27]=[C:28]([CH:32]=[CH:33][C:34]=1[Cl:35])[CH2:29][NH:30][CH3:31], predict the reaction product. The product is: [Cl:25][C:26]1[CH:27]=[C:28]([CH:32]=[CH:33][C:34]=1[Cl:35])[CH2:29][N:30]([CH3:31])[C:18]([C:16]1[O:17][C:13]([C:10]2[CH:11]=[CH:12][C:7]([NH:6][S:3]([C:2]([F:24])([F:1])[F:23])(=[O:5])=[O:4])=[CH:8][CH:9]=2)=[N:14][N:15]=1)=[O:20].